Dataset: Full USPTO retrosynthesis dataset with 1.9M reactions from patents (1976-2016). Task: Predict the reactants needed to synthesize the given product. (1) Given the product [NH:13]1[C:14]2[CH:19]=[CH:18][CH:17]=[CH:16][C:15]=2[N:11]=[C:12]1[C@H:8]([NH:9][C:10]([NH:33][C:30]1([C:27]2[CH:28]=[CH:29][C:24]([Cl:23])=[CH:25][CH:26]=2)[CH2:32][CH2:31]1)=[O:20])[CH2:7][C:6]1[CH:5]=[CH:4][C:3]([O:2][CH3:1])=[CH:22][CH:21]=1, predict the reactants needed to synthesize it. The reactants are: [CH3:1][O:2][C:3]1[CH:22]=[CH:21][C:6]([CH2:7][C@@H:8]2[C:12]3=[N:13][C:14]4[CH:19]=[CH:18][CH:17]=[CH:16][C:15]=4[N:11]3[C:10](=[O:20])[NH:9]2)=[CH:5][CH:4]=1.[Cl:23][C:24]1[CH:29]=[CH:28][C:27]([C:30]2([NH2:33])[CH2:32][CH2:31]2)=[CH:26][CH:25]=1.C(O)(C(F)(F)F)=O. (2) The reactants are: [Br:1][C:2]1[CH:11]=[CH:10][C:9]2[C:4](=[CH:5][CH:6]=[C:7]([O:12][CH2:13][CH2:14]Br)[CH:8]=2)[CH:3]=1.C(=O)([O-])[O-].[K+].[K+].[C:22]1([CH3:28])C=C[CH:25]=[CH:24][CH:23]=1.C[N:30](C=O)C. Given the product [Br:1][C:2]1[CH:3]=[C:4]2[C:9](=[CH:10][CH:11]=1)[CH:8]=[C:7]([O:12][CH2:13][CH2:14][N:30]1[CH2:25][CH2:24][CH2:23][C@H:22]1[CH3:28])[CH:6]=[CH:5]2, predict the reactants needed to synthesize it.